Dataset: Peptide-MHC class I binding affinity with 185,985 pairs from IEDB/IMGT. Task: Regression. Given a peptide amino acid sequence and an MHC pseudo amino acid sequence, predict their binding affinity value. This is MHC class I binding data. (1) The peptide sequence is LDHVNTLHF. The MHC is HLA-A30:02 with pseudo-sequence HLA-A30:02. The binding affinity (normalized) is 0.00666. (2) The peptide sequence is ETACLSKAY. The MHC is HLA-A26:01 with pseudo-sequence HLA-A26:01. The binding affinity (normalized) is 0.808. (3) The peptide sequence is RFWGLVDKER. The MHC is HLA-A31:01 with pseudo-sequence HLA-A31:01. The binding affinity (normalized) is 0.842. (4) The peptide sequence is SLRAEDTAV. The MHC is HLA-A02:03 with pseudo-sequence HLA-A02:03. The binding affinity (normalized) is 0.731. (5) The peptide sequence is FYLFTFTIY. The MHC is HLA-B08:03 with pseudo-sequence HLA-B08:03. The binding affinity (normalized) is 0.0847. (6) The peptide sequence is MVAGGLLLAA. The MHC is HLA-A02:06 with pseudo-sequence HLA-A02:06. The binding affinity (normalized) is 0.727. (7) The peptide sequence is DTTPFGQQR. The MHC is HLA-A33:01 with pseudo-sequence HLA-A33:01. The binding affinity (normalized) is 0.580. (8) The peptide sequence is PEGPLGQLL. The MHC is HLA-B07:02 with pseudo-sequence HLA-B07:02. The binding affinity (normalized) is 0.213. (9) The peptide sequence is NQDGLICGL. The MHC is HLA-A02:01 with pseudo-sequence HLA-A02:01. The binding affinity (normalized) is 0.0523.